From a dataset of Full USPTO retrosynthesis dataset with 1.9M reactions from patents (1976-2016). Predict the reactants needed to synthesize the given product. (1) The reactants are: [CH:1]1[C:14]2[C:5](=[N:6][CH:7]=[C:8]3[C:13]=2[CH:12]=[CH:11][CH:10]=[CH:9]3)[CH:4]=[CH:3][CH:2]=1.[CH3:15][CH:16]([CH2:20][CH2:21][CH3:22])[C:17](Cl)=[O:18].[Cl:23][C:24]1[S:28][C:27]([Mg]Br)=[CH:26][CH:25]=1. Given the product [Cl:23][C:24]1[S:28][C:27]([CH:7]2[C:8]3[C:13](=[CH:12][CH:11]=[CH:10][CH:9]=3)[C:14]3[CH:1]=[CH:2][CH:3]=[CH:4][C:5]=3[N:6]2[C:17](=[O:18])[CH:16]([CH3:15])[CH2:20][CH2:21][CH3:22])=[CH:26][CH:25]=1, predict the reactants needed to synthesize it. (2) Given the product [OH:18][CH:17]([C:14]1[CH:15]=[CH:16][C:11]([CH2:10][NH:7][C:28](=[O:27])[CH3:29])=[CH:12][CH:13]=1)[CH3:19], predict the reactants needed to synthesize it. The reactants are: [H-].[Li+].[Al+3].[H-].[H-].[H-].[N:7]([CH2:10][C:11]1[CH:16]=[CH:15][C:14]([C:17]([CH3:19])=[O:18])=[CH:13][CH:12]=1)=[N+]=[N-].S([O-])([O-])(=O)=O.[Na+].[Na+].[O:27]1CC[CH2:29][CH2:28]1. (3) Given the product [CH3:1][S:2][C:3]1[N:8]=[C:7]([NH:25][CH2:24][C:18]2[CH:19]=[CH:20][C:21]([O:22][CH3:23])=[C:16]([Cl:15])[CH:17]=2)[C:6]([C:10]([O:12][CH2:13][CH3:14])=[O:11])=[CH:5][N:4]=1, predict the reactants needed to synthesize it. The reactants are: [CH3:1][S:2][C:3]1[N:8]=[C:7](Cl)[C:6]([C:10]([O:12][CH2:13][CH3:14])=[O:11])=[CH:5][N:4]=1.[Cl:15][C:16]1[CH:17]=[C:18]([CH2:24][NH2:25])[CH:19]=[CH:20][C:21]=1[O:22][CH3:23].C(N(CC)CC)C.C(OCC)(=O)C. (4) Given the product [N:2]1([C:8]([C:10]2([C:16]#[N:17])[CH2:15][CH2:14][N:13]([S:21]([CH2:18][CH2:19][CH3:20])(=[O:23])=[O:22])[CH2:12][CH2:11]2)=[O:9])[CH2:3][CH2:4][O:5][CH2:6][CH2:7]1, predict the reactants needed to synthesize it. The reactants are: Cl.[N:2]1([C:8]([C:10]2([C:16]#[N:17])[CH2:15][CH2:14][NH:13][CH2:12][CH2:11]2)=[O:9])[CH2:7][CH2:6][O:5][CH2:4][CH2:3]1.[CH2:18]([S:21](Cl)(=[O:23])=[O:22])[CH2:19][CH3:20].[OH-].[Na+]. (5) Given the product [Cl:25][C:26]1[CH:31]=[CH:30][C:29]([O:18][C@H:15]([CH2:16][CH3:17])[CH2:14][CH2:13][O:12][C:9]2[CH:10]=[CH:11][C:6]([CH2:5][CH2:4][C:3]([OH:2])=[O:24])=[C:7]([CH3:23])[CH:8]=2)=[C:28]([O:33][C:34]2[CH:35]=[CH:36][CH:37]=[CH:38][CH:39]=2)[CH:27]=1, predict the reactants needed to synthesize it. The reactants are: C[O:2][C:3](=[O:24])[CH2:4][CH2:5][C:6]1[CH:11]=[CH:10][C:9]([O:12][CH2:13][CH2:14][C@@H:15]([O:18]S(C)(=O)=O)[CH2:16][CH3:17])=[CH:8][C:7]=1[CH3:23].[Cl:25][C:26]1[CH:31]=[CH:30][C:29](O)=[C:28]([O:33][C:34]2[CH:39]=[CH:38][CH:37]=[CH:36][CH:35]=2)[CH:27]=1.C(=O)([O-])[O-].[Cs+].[Cs+].[OH-].[Na+]. (6) The reactants are: [NH:1]1[C:5]2[CH:6]=[CH:7][CH:8]=[CH:9][C:4]=2[N:3]=[N:2]1.[Cl:10][C:11]1[CH:19]=[CH:18][C:14]([C:15]([NH2:17])=[O:16])=[CH:13][CH:12]=1.[C:20]1([CH3:30])[CH:25]=[CH:24]C(S(O)(=O)=O)=CC=1. Given the product [N:1]1([CH:30]([CH:20]2[CH2:25][CH2:24]2)[NH:17][C:15](=[O:16])[C:14]2[CH:18]=[CH:19][C:11]([Cl:10])=[CH:12][CH:13]=2)[C:5]2[CH:6]=[CH:7][CH:8]=[CH:9][C:4]=2[N:3]=[N:2]1, predict the reactants needed to synthesize it. (7) Given the product [CH2:38]([O:37][C:35](=[O:36])[NH:23][C@@H:11]1[CH2:12][C@@H:13]([CH2:14][O:15][Si:16]([C:19]([CH3:22])([CH3:21])[CH3:20])([CH3:17])[CH3:18])[C@@H:9]([O:8][Si:1]([C:4]([CH3:7])([CH3:6])[CH3:5])([CH3:3])[CH3:2])[CH2:10]1)[C:39]1[CH:44]=[CH:43][CH:42]=[CH:41][CH:40]=1, predict the reactants needed to synthesize it. The reactants are: [Si:1]([O:8][C@@H:9]1[C@H:13]([CH2:14][O:15][Si:16]([C:19]([CH3:22])([CH3:21])[CH3:20])([CH3:18])[CH3:17])[CH2:12][C@@H:11]([NH2:23])[CH2:10]1)([C:4]([CH3:7])([CH3:6])[CH3:5])([CH3:3])[CH3:2].C(Cl)Cl.C(N(CC)CC)C.Cl[C:35]([O:37][CH2:38][C:39]1[CH:44]=[CH:43][CH:42]=[CH:41][CH:40]=1)=[O:36]. (8) Given the product [NH:16](/[C:2](/[NH:26][CH:23]([CH3:25])[CH3:24])=[CH:3]\[C:4]([C:6]1[C:7]([Cl:14])=[N:8][C:9]([Cl:13])=[C:10]([F:12])[CH:11]=1)=[O:5])[C:17]1[CH:22]=[CH:21][CH:20]=[CH:19][CH:18]=1, predict the reactants needed to synthesize it. The reactants are: Cl[C:2](Cl)=[CH:3][C:4]([C:6]1[C:7]([Cl:14])=[N:8][C:9]([Cl:13])=[C:10]([F:12])[CH:11]=1)=[O:5].[NH2:16][C:17]1[CH:22]=[CH:21][CH:20]=[CH:19][CH:18]=1.[CH:23]([NH2:26])([CH3:25])[CH3:24]. (9) Given the product [F:27]/[C:15](/[C:11]1[CH:12]=[C:13]([CH3:14])[N:9]([CH2:8][C:6]2[CH:5]=[CH:4][N:3]=[C:2]([N:28]3[CH2:33][CH2:32][NH:31][CH2:30][CH2:29]3)[CH:7]=2)[N:10]=1)=[CH:16]\[C:17]1[CH:22]=[CH:21][C:20]([Si:23]([CH3:26])([CH3:25])[CH3:24])=[CH:19][CH:18]=1, predict the reactants needed to synthesize it. The reactants are: Cl[C:2]1[CH:7]=[C:6]([CH2:8][N:9]2[C:13]([CH3:14])=[CH:12][C:11](/[C:15](/[F:27])=[CH:16]/[C:17]3[CH:22]=[CH:21][C:20]([Si:23]([CH3:26])([CH3:25])[CH3:24])=[CH:19][CH:18]=3)=[N:10]2)[CH:5]=[CH:4][N:3]=1.[NH:28]1[CH2:33][CH2:32][NH:31][CH2:30][CH2:29]1. (10) Given the product [Cl:28][C:25]1[CH:24]=[CH:23][C:22]([CH2:21][C:18]2[CH:17]=[CH:16][C:15]([O:14][CH2:13][C@H:8]3[CH2:9][CH2:10][CH2:11][N:7]3[CH2:6][CH2:5][CH2:4][C:3]([OH:2])=[O:29])=[CH:20][CH:19]=2)=[CH:27][CH:26]=1, predict the reactants needed to synthesize it. The reactants are: C[O:2][C:3](=[O:29])[CH2:4][CH2:5][CH2:6][N:7]1C[CH2:11][CH2:10][CH2:9][C@@H:8]1[CH2:13][O:14][C:15]1[CH:20]=[CH:19][C:18]([CH2:21][C:22]2[CH:27]=[CH:26][C:25]([Cl:28])=[CH:24][CH:23]=2)=[CH:17][CH:16]=1.CO.